From a dataset of NCI-60 drug combinations with 297,098 pairs across 59 cell lines. Regression. Given two drug SMILES strings and cell line genomic features, predict the synergy score measuring deviation from expected non-interaction effect. (1) Drug 1: C1C(C(OC1N2C=C(C(=O)NC2=O)F)CO)O. Drug 2: C(=O)(N)NO. Cell line: SR. Synergy scores: CSS=71.6, Synergy_ZIP=0.564, Synergy_Bliss=1.86, Synergy_Loewe=-56.3, Synergy_HSA=2.00. (2) Drug 1: CN1CCC(CC1)COC2=C(C=C3C(=C2)N=CN=C3NC4=C(C=C(C=C4)Br)F)OC. Drug 2: C1=CC(=CC=C1CCCC(=O)O)N(CCCl)CCCl. Cell line: UACC-257. Synergy scores: CSS=0.443, Synergy_ZIP=-3.46, Synergy_Bliss=-4.05, Synergy_Loewe=-5.48, Synergy_HSA=-3.98. (3) Drug 1: CC(C1=C(C=CC(=C1Cl)F)Cl)OC2=C(N=CC(=C2)C3=CN(N=C3)C4CCNCC4)N. Synergy scores: CSS=9.85, Synergy_ZIP=6.28, Synergy_Bliss=14.9, Synergy_Loewe=5.23, Synergy_HSA=6.83. Cell line: RPMI-8226. Drug 2: CCC(=C(C1=CC=CC=C1)C2=CC=C(C=C2)OCCN(C)C)C3=CC=CC=C3.C(C(=O)O)C(CC(=O)O)(C(=O)O)O. (4) Drug 1: C1=CC(=CC=C1CCC2=CNC3=C2C(=O)NC(=N3)N)C(=O)NC(CCC(=O)O)C(=O)O. Drug 2: C#CCC(CC1=CN=C2C(=N1)C(=NC(=N2)N)N)C3=CC=C(C=C3)C(=O)NC(CCC(=O)O)C(=O)O. Cell line: K-562. Synergy scores: CSS=26.4, Synergy_ZIP=-12.2, Synergy_Bliss=-22.8, Synergy_Loewe=-20.4, Synergy_HSA=-17.7. (5) Drug 1: CN1C(=O)N2C=NC(=C2N=N1)C(=O)N. Synergy scores: CSS=-0.170, Synergy_ZIP=-0.178, Synergy_Bliss=-1.04, Synergy_Loewe=-3.23, Synergy_HSA=-2.82. Drug 2: CC1=C(C=C(C=C1)C(=O)NC2=CC(=CC(=C2)C(F)(F)F)N3C=C(N=C3)C)NC4=NC=CC(=N4)C5=CN=CC=C5. Cell line: SK-MEL-28. (6) Drug 1: CCCS(=O)(=O)NC1=C(C(=C(C=C1)F)C(=O)C2=CNC3=C2C=C(C=N3)C4=CC=C(C=C4)Cl)F. Drug 2: C1=NC(=NC(=O)N1C2C(C(C(O2)CO)O)O)N. Cell line: UACC62. Synergy scores: CSS=34.6, Synergy_ZIP=-3.74, Synergy_Bliss=-5.07, Synergy_Loewe=-3.82, Synergy_HSA=-2.57. (7) Drug 1: C1C(C(OC1N2C=C(C(=O)NC2=O)F)CO)O. Drug 2: CC1=C(C=C(C=C1)NC(=O)C2=CC=C(C=C2)CN3CCN(CC3)C)NC4=NC=CC(=N4)C5=CN=CC=C5. Cell line: SK-MEL-5. Synergy scores: CSS=14.0, Synergy_ZIP=-1.96, Synergy_Bliss=0.778, Synergy_Loewe=-38.3, Synergy_HSA=0.870.